Dataset: Peptide-MHC class II binding affinity with 134,281 pairs from IEDB. Task: Regression. Given a peptide amino acid sequence and an MHC pseudo amino acid sequence, predict their binding affinity value. This is MHC class II binding data. (1) The MHC is H-2-IAs with pseudo-sequence H-2-IAs. The binding affinity (normalized) is 0. The peptide sequence is VVHFFENIVTP. (2) The peptide sequence is NWVPTGRTTWSIHAGGEW. The MHC is DRB5_0101 with pseudo-sequence DRB5_0101. The binding affinity (normalized) is 0. (3) The peptide sequence is FGYRKPLDNIKDNVG. The MHC is HLA-DQA10501-DQB10301 with pseudo-sequence HLA-DQA10501-DQB10301. The binding affinity (normalized) is 0. (4) The peptide sequence is ADKVAYALAQGLKVI. The MHC is HLA-DPA10301-DPB10402 with pseudo-sequence HLA-DPA10301-DPB10402. The binding affinity (normalized) is 0.462. (5) The peptide sequence is RFYKTLRAEQAS. The MHC is DRB1_1101 with pseudo-sequence DRB1_1101. The binding affinity (normalized) is 0.383. (6) The peptide sequence is LKRGEITHHAVSRGSAK. The MHC is DRB1_0802 with pseudo-sequence DRB1_0802. The binding affinity (normalized) is 0.278. (7) The peptide sequence is YQEYSGSVANEANVY. The MHC is H-2-IAb with pseudo-sequence H-2-IAb. The binding affinity (normalized) is 0.477. (8) The peptide sequence is TNSHNDDALLKNYGL. The MHC is DRB1_1302 with pseudo-sequence DRB1_1302. The binding affinity (normalized) is 0.210. (9) The peptide sequence is TLWQRPLVTIKIGGQLMEAL. The MHC is HLA-DQA10301-DQB10302 with pseudo-sequence HLA-DQA10301-DQB10302. The binding affinity (normalized) is 0.183. (10) The peptide sequence is DIFTNSRGKRASKGN. The MHC is HLA-DPA10201-DPB10501 with pseudo-sequence HLA-DPA10201-DPB10501. The binding affinity (normalized) is 0.105.